From a dataset of Peptide-MHC class I binding affinity with 185,985 pairs from IEDB/IMGT. Regression. Given a peptide amino acid sequence and an MHC pseudo amino acid sequence, predict their binding affinity value. This is MHC class I binding data. (1) The peptide sequence is RLRGEARKTF. The MHC is HLA-B15:01 with pseudo-sequence HLA-B15:01. The binding affinity (normalized) is 0.640. (2) The peptide sequence is ASDDLEHWQ. The MHC is HLA-A31:01 with pseudo-sequence HLA-A31:01. The binding affinity (normalized) is 0.0847. (3) The peptide sequence is NIKISLNEI. The MHC is HLA-A02:03 with pseudo-sequence HLA-A02:03. The binding affinity (normalized) is 0.682.